This data is from NCI-60 drug combinations with 297,098 pairs across 59 cell lines. The task is: Regression. Given two drug SMILES strings and cell line genomic features, predict the synergy score measuring deviation from expected non-interaction effect. (1) Drug 1: C1=CC(=CC=C1CCC2=CNC3=C2C(=O)NC(=N3)N)C(=O)NC(CCC(=O)O)C(=O)O. Drug 2: C1C(C(OC1N2C=NC3=C(N=C(N=C32)Cl)N)CO)O. Cell line: U251. Synergy scores: CSS=35.4, Synergy_ZIP=1.39, Synergy_Bliss=1.11, Synergy_Loewe=-8.29, Synergy_HSA=1.26. (2) Drug 1: CCCCC(=O)OCC(=O)C1(CC(C2=C(C1)C(=C3C(=C2O)C(=O)C4=C(C3=O)C=CC=C4OC)O)OC5CC(C(C(O5)C)O)NC(=O)C(F)(F)F)O. Drug 2: C1CCC(C(C1)N)N.C(=O)(C(=O)[O-])[O-].[Pt+4]. Cell line: HOP-92. Synergy scores: CSS=59.0, Synergy_ZIP=1.48, Synergy_Bliss=0.507, Synergy_Loewe=1.05, Synergy_HSA=2.83.